This data is from Forward reaction prediction with 1.9M reactions from USPTO patents (1976-2016). The task is: Predict the product of the given reaction. (1) Given the reactants [CH3:1][O:2][CH2:3][CH2:4][C:5](OC)(OC)[CH3:6].[CH3:11][C:12]([S@@:15]([NH2:17])=[O:16])([CH3:14])[CH3:13].[BH4-].[Na+].[Cl-].[Na+], predict the reaction product. The product is: [CH3:1][O:2][CH2:3][CH2:4][C@@H:5]([NH:17][S@:15]([C:12]([CH3:14])([CH3:13])[CH3:11])=[O:16])[CH3:6]. (2) Given the reactants [N+:1]([C:4]1[CH:5]=[N:6][C:7](SC)=[CH:8][CH:9]=1)([O-:3])=[O:2].[S:12](=[O:16])(=O)(O)[OH:13].[Mn]([O-])(=O)(=O)=O.[K+].[CH3:23]C(C)=O, predict the reaction product. The product is: [N+:1]([C:4]1[CH:5]=[N:6][C:7]([S:12]([CH3:23])(=[O:16])=[O:13])=[CH:8][CH:9]=1)([O-:3])=[O:2]. (3) The product is: [ClH:1].[CH:10]12[NH:9][CH:13]([CH2:12][CH2:11]1)[CH2:14][C:15](=[O:16])[CH2:17]2. Given the reactants [Cl:1]C(OC(Cl)C)=O.C[N:9]1[CH:13]2[CH2:14][C:15]([CH2:17][CH:10]1[CH2:11][CH2:12]2)=[O:16], predict the reaction product. (4) Given the reactants [CH3:1][O:2][C:3]([CH2:5][O:6][C:7]1[CH:8]=[C:9]([CH:12]=[CH:13][CH:14]=1)[CH:10]=O)=[O:4].[C:15]([C:18]1[N:19]([CH3:31])[S:20](=[O:30])(=[O:29])[C:21]2[CH:28]=[CH:27][CH:26]=[CH:25][C:22]=2[C:23]=1[OH:24])(=[O:17])[CH3:16].N1CCCCC1, predict the reaction product. The product is: [OH:24][C:23]1[C:22]2[CH:25]=[CH:26][CH:27]=[CH:28][C:21]=2[S:20](=[O:30])(=[O:29])[N:19]([CH3:31])[C:18]=1[C:15](=[O:17])[CH:16]=[CH:10][C:9]1[CH:12]=[CH:13][CH:14]=[C:7]([O:6][CH2:5][C:3]([O:2][CH3:1])=[O:4])[CH:8]=1. (5) Given the reactants [NH:1]1[CH2:6][CH2:5][CH:4]([NH:7][C:8](=[O:14])[O:9][C:10]([CH3:13])([CH3:12])[CH3:11])[CH2:3][CH2:2]1.[F:15][C:16]([F:26])([F:25])[C:17]1[CH:18]=[C:19]([CH:22]=[CH:23][CH:24]=1)[CH:20]=O.C(O[BH-](OC(=O)C)OC(=O)C)(=O)C.[Na+], predict the reaction product. The product is: [F:15][C:16]([F:25])([F:26])[C:17]1[CH:18]=[C:19]([CH:22]=[CH:23][CH:24]=1)[CH2:20][N:1]1[CH2:2][CH2:3][CH:4]([NH:7][C:8](=[O:14])[O:9][C:10]([CH3:11])([CH3:13])[CH3:12])[CH2:5][CH2:6]1. (6) Given the reactants Cl.[F:2][C:3]1[CH:4]=[C:5]([CH:45]=[CH:46][CH:47]=1)[CH2:6][N:7]1[CH:11]=[C:10]([C:12]2[C:20]3[C:15](=[N:16][CH:17]=[C:18]([C:21]4[CH:26]=[CH:25][C:24]([N:27]5[CH2:32][CH2:31][NH:30][CH2:29][CH2:28]5)=[C:23]([O:33][CH3:34])[CH:22]=4)[CH:19]=3)[N:14]([S:35]([C:38]3[CH:44]=[CH:43][C:41]([CH3:42])=[CH:40][CH:39]=3)(=[O:37])=[O:36])[CH:13]=2)[CH:9]=[N:8]1.[CH3:48][C@H:49]1[CH2:51][O:50]1.CCN(C(C)C)C(C)C, predict the reaction product. The product is: [F:2][C:3]1[CH:4]=[C:5]([CH:45]=[CH:46][CH:47]=1)[CH2:6][N:7]1[CH:11]=[C:10]([C:12]2[C:20]3[C:15](=[N:16][CH:17]=[C:18]([C:21]4[CH:26]=[CH:25][C:24]([N:27]5[CH2:28][CH2:29][N:30]([CH2:48][C@@H:49]([OH:50])[CH3:51])[CH2:31][CH2:32]5)=[C:23]([O:33][CH3:34])[CH:22]=4)[CH:19]=3)[N:14]([S:35]([C:38]3[CH:39]=[CH:40][C:41]([CH3:42])=[CH:43][CH:44]=3)(=[O:36])=[O:37])[CH:13]=2)[CH:9]=[N:8]1.